This data is from Reaction yield outcomes from USPTO patents with 853,638 reactions. The task is: Predict the reaction yield, written as a fraction of the theoretical maximum amount of product (1.0 means a 100% yield; for example, 0.34 means a 34% yield). The reactants are [Cl:1][C:2]1[CH:7]=[CH:6][CH:5]=[CH:4][C:3]=1[C:8](=[O:21])[CH2:9][CH2:10][C:11]12[CH2:20][CH:15]3[CH2:16][CH:17]([CH2:19][CH:13]([CH2:14]3)[CH2:12]1)[CH2:18]2.[CH2:22]1N2CN3CN(C2)CN1C3.C(OC(=O)C)(=O)C.[OH-].[Na+]. The catalyst is O. The product is [Cl:1][C:2]1[CH:7]=[CH:6][CH:5]=[C:4]2[C:3]=1[C:8](=[O:21])[CH:9]([CH2:10][C:11]13[CH2:20][CH:15]4[CH2:16][CH:17]([CH2:19][CH:13]([CH2:14]4)[CH2:12]1)[CH2:18]3)[CH2:22]2. The yield is 0.710.